Predict the reactants needed to synthesize the given product. From a dataset of Full USPTO retrosynthesis dataset with 1.9M reactions from patents (1976-2016). (1) The reactants are: [OH:1][CH:2]1[CH2:7][CH2:6][N:5]([C:8]([O:10][C:11]([CH3:14])([CH3:13])[CH3:12])=[O:9])[CH2:4][CH2:3]1.F[C:16]1[CH:25]=[CH:24][CH:23]=[C:22]2[C:17]=1[C:18](=[O:26])[NH:19][CH:20]=[N:21]2. Given the product [C:11]([O:10][C:8]([N:5]1[CH2:4][CH2:3][CH:2]([O:1][C:16]2[CH:25]=[CH:24][CH:23]=[C:22]3[C:17]=2[C:18](=[O:26])[NH:19][CH:20]=[N:21]3)[CH2:7][CH2:6]1)=[O:9])([CH3:14])([CH3:13])[CH3:12], predict the reactants needed to synthesize it. (2) Given the product [CH2:1]([O:3][C:4]([N:6]1[CH2:11][CH2:10][N:9]([CH:12]([CH2:22][O:23][CH3:26])[C:13]#[C:14][C:15]2[CH:20]=[CH:19][CH:18]=[C:17]([Cl:21])[CH:16]=2)[CH2:8][CH2:7]1)=[O:5])[CH3:2], predict the reactants needed to synthesize it. The reactants are: [CH2:1]([O:3][C:4]([N:6]1[CH2:11][CH2:10][N:9]([CH:12]([CH2:22][OH:23])[C:13]#[C:14][C:15]2[CH:20]=[CH:19][CH:18]=[C:17]([Cl:21])[CH:16]=2)[CH2:8][CH2:7]1)=[O:5])[CH3:2].[H-].[Na+].[CH3:26]I. (3) The reactants are: CCCC[N+](CCCC)(CCCC)CCCC.[F-].[Si]([O:26][C@@H:27]1[CH2:36][C@@H:35]2[N:30]([C:31](=[O:52])/[C:32](=[CH:37]/[C:38]3[CH:43]=[CH:42][C:41]([N:44]4[CH:48]=[C:47]([CH3:49])[N:46]=[CH:45]4)=[C:40]([O:50][CH3:51])[CH:39]=3)/[CH2:33][CH2:34]2)[C@H:29]([C:53]2[CH:58]=[C:57]([F:59])[C:56]([F:60])=[C:55]([F:61])[CH:54]=2)[CH2:28]1)(C(C)(C)C)(C)C.[Cl-].[NH4+].C(OCC)(=O)C. Given the product [F:59][C:57]1[CH:58]=[C:53]([C@@H:29]2[CH2:28][C@H:27]([OH:26])[CH2:36][C@@H:35]3[N:30]2[C:31](=[O:52])/[C:32](=[CH:37]/[C:38]2[CH:43]=[CH:42][C:41]([N:44]4[CH:48]=[C:47]([CH3:49])[N:46]=[CH:45]4)=[C:40]([O:50][CH3:51])[CH:39]=2)/[CH2:33][CH2:34]3)[CH:54]=[C:55]([F:61])[C:56]=1[F:60], predict the reactants needed to synthesize it. (4) Given the product [Cl:10][C:11]1[N:20]=[C:19]([N:7]2[CH2:8][CH2:9][C@H:5]([NH:4][C:1](=[O:3])[CH3:2])[CH2:6]2)[C:18]2[C:13](=[CH:14][C:15]([C:22]([F:23])([F:24])[F:25])=[CH:16][CH:17]=2)[N:12]=1, predict the reactants needed to synthesize it. The reactants are: [C:1]([NH:4][C@H:5]1[CH2:9][CH2:8][NH:7][CH2:6]1)(=[O:3])[CH3:2].[Cl:10][C:11]1[N:20]=[C:19](Cl)[C:18]2[C:13](=[CH:14][C:15]([C:22]([F:25])([F:24])[F:23])=[CH:16][CH:17]=2)[N:12]=1. (5) Given the product [CH:1]1([NH:4][C:5]2[N:6]=[CH:7][C:8]([C:11]#[C:12][C:14]3[CH:15]=[C:16]([C:21]4[NH:25][C:24]5[CH:26]=[C:27]([CH2:30][N:31]6[CH2:32][CH2:33][N:34]([CH3:37])[CH2:35][CH2:36]6)[CH:28]=[CH:29][C:23]=5[N:22]=4)[CH:17]=[CH:18][C:19]=3[CH3:20])=[CH:9][N:10]=2)[CH2:3][CH2:2]1, predict the reactants needed to synthesize it. The reactants are: [CH:1]1([NH:4][C:5]2[N:10]=[CH:9][C:8]([C:11]#[CH:12])=[CH:7][N:6]=2)[CH2:3][CH2:2]1.I[C:14]1[CH:15]=[C:16]([C:21]2[NH:25][C:24]3[CH:26]=[C:27]([CH2:30][N:31]4[CH2:36][CH2:35][N:34]([CH3:37])[CH2:33][CH2:32]4)[CH:28]=[CH:29][C:23]=3[N:22]=2)[CH:17]=[CH:18][C:19]=1[CH3:20]. (6) The reactants are: C([N:8]1[CH2:13][CH2:12][N:11](CC2C=CC=CC=2)[CH2:10][C@@H:9]1[CH2:21][CH2:22][C:23]1[CH:28]=[CH:27][C:26]([F:29])=[CH:25][CH:24]=1)C1C=CC=CC=1.C([O-])=O.[NH4+]. Given the product [F:29][C:26]1[CH:27]=[CH:28][C:23]([CH2:22][CH2:21][C@H:9]2[CH2:10][NH:11][CH2:12][CH2:13][NH:8]2)=[CH:24][CH:25]=1, predict the reactants needed to synthesize it.